Predict the reaction yield, written as a fraction of the theoretical maximum amount of product (1.0 means a 100% yield; for example, 0.34 means a 34% yield). From a dataset of Reaction yield outcomes from USPTO patents with 853,638 reactions. (1) The yield is 0.980. The product is [Cl:32][C:33]1[C:38]([F:39])=[CH:37][CH:36]=[C:35]([Cl:40])[C:34]=1[CH2:41][O:43][C:45]1[C:46]([N+:51]([O-:53])=[O:52])=[N:47][CH:48]=[CH:49][CH:50]=1. The reactants are C1(P(C2C=CC=CC=2)C2C=CC=CC=2)C=CC=CC=1.CCOC(/N=N/C(OCC)=O)=O.[Cl:32][C:33]1[C:38]([F:39])=[CH:37][CH:36]=[C:35]([Cl:40])[C:34]=1[CH:41]([OH:43])C.O[C:45]1[C:46]([N+:51]([O-:53])=[O:52])=[N:47][CH:48]=[CH:49][CH:50]=1. The catalyst is C1(C)C=CC=CC=1.C1COCC1. (2) The reactants are [Br:1][C:2]1[CH:7]=[CH:6][C:5]([NH:8][C:9](=[O:14])[C:10]([CH3:13])([CH3:12])[CH3:11])=[C:4]([C:15]2[N:20]=[CH:19][CH:18]=[CH:17][N:16]=2)[CH:3]=1.[N+:21]([O-])([OH:23])=[O:22].CO. The catalyst is C(O)(C(F)(F)F)=O.O. The product is [Br:1][C:2]1[CH:3]=[C:4]([C:15]2[N:16]=[CH:17][CH:18]=[CH:19][N:20]=2)[C:5]([NH:8][C:9](=[O:14])[C:10]([CH3:12])([CH3:13])[CH3:11])=[C:6]([N+:21]([O-:23])=[O:22])[CH:7]=1. The yield is 0.810.